Regression. Given a peptide amino acid sequence and an MHC pseudo amino acid sequence, predict their binding affinity value. This is MHC class I binding data. From a dataset of Peptide-MHC class I binding affinity with 185,985 pairs from IEDB/IMGT. The peptide sequence is WLLCKLSCA. The MHC is HLA-A02:01 with pseudo-sequence HLA-A02:01. The binding affinity (normalized) is 0.536.